From a dataset of Reaction yield outcomes from USPTO patents with 853,638 reactions. Predict the reaction yield, written as a fraction of the theoretical maximum amount of product (1.0 means a 100% yield; for example, 0.34 means a 34% yield). (1) The reactants are [CH2:1]([OH:8])[C:2]1[CH:7]=[CH:6][CH:5]=[CH:4][CH:3]=1.[Na].Cl[C:11]1[N:16]=[C:15](Cl)[C:14]([CH2:18][CH3:19])=[C:13]([Cl:20])[N:12]=1. The catalyst is O. The product is [CH2:1]([O:8][C:11]1[N:16]=[C:15]([O:8][CH2:1][C:2]2[CH:7]=[CH:6][CH:5]=[CH:4][CH:3]=2)[C:14]([CH2:18][CH3:19])=[C:13]([Cl:20])[N:12]=1)[C:2]1[CH:7]=[CH:6][CH:5]=[CH:4][CH:3]=1. The yield is 0.800. (2) The reactants are [Si:1](Cl)([C:14]([CH3:17])([CH3:16])[CH3:15])([C:8]1[CH:13]=[CH:12][CH:11]=[CH:10][CH:9]=1)[C:2]1[CH:7]=[CH:6][CH:5]=[CH:4][CH:3]=1.[CH3:19][O:20][C:21]1[CH:22]=[C:23]([OH:28])[CH:24]=[C:25]([CH:27]=1)[OH:26].N1C=CN=C1. The catalyst is CN(C=O)C.O. The product is [CH3:19][O:20][C:21]1[CH:27]=[C:25]([O:26][Si:1]([C:14]([CH3:17])([CH3:16])[CH3:15])([C:8]2[CH:13]=[CH:12][CH:11]=[CH:10][CH:9]=2)[C:2]2[CH:7]=[CH:6][CH:5]=[CH:4][CH:3]=2)[CH:24]=[C:23]([OH:28])[CH:22]=1. The yield is 0.330.